From a dataset of Forward reaction prediction with 1.9M reactions from USPTO patents (1976-2016). Predict the product of the given reaction. (1) The product is: [C:21]([C:2]1[CH:3]=[C:4]([CH:8]2[C:15]3[CH:14]=[C:13]([C:16]([O:18][CH3:19])=[O:17])[NH:12][C:11]=3[CH2:10][CH2:9]2)[CH:5]=[CH:6][CH:7]=1)#[N:23]. Given the reactants Br[C:2]1[CH:3]=[C:4]([CH:8]2[C:15]3[CH:14]=[C:13]([C:16]([O:18][CH3:19])=[O:17])[NH:12][C:11]=3[CH2:10][CH2:9]2)[CH:5]=[CH:6][CH:7]=1.C[C:21]([N:23](C)C)=O, predict the reaction product. (2) Given the reactants P(Br)(Br)Br.[Br-].[CH3:6][O:7][C:8]1[CH:9]=[C:10]([CH:13]=[C:14]([O:16][CH3:17])[CH:15]=1)[CH2:11]Br.[C:18]([Si:20]([CH3:23])([CH3:22])[CH3:21])#[CH:19], predict the reaction product. The product is: [CH3:6][O:7][C:8]1[CH:9]=[C:10]([CH2:11][C:19]#[C:18][Si:20]([CH3:23])([CH3:22])[CH3:21])[CH:13]=[C:14]([O:16][CH3:17])[CH:15]=1.